From a dataset of Catalyst prediction with 721,799 reactions and 888 catalyst types from USPTO. Predict which catalyst facilitates the given reaction. (1) Product: [NH2:1][C:2]([C:4]1[CH:5]=[N:6][C:7]2[C:12]([C:13]=1[NH:14][C:15]1[CH:16]=[C:17]([CH:23]=[CH:24][CH:25]=1)[C:18]([OH:20])=[O:19])=[CH:11][CH:10]=[C:9]([C:26]1[CH:31]=[CH:30][N:29]=[C:28]([O:32][CH3:33])[C:27]=1[O:34][CH3:35])[CH:8]=2)=[O:3]. The catalyst class is: 8. Reactant: [NH2:1][C:2]([C:4]1[CH:5]=[N:6][C:7]2[C:12]([C:13]=1[NH:14][C:15]1[CH:16]=[C:17]([CH:23]=[CH:24][CH:25]=1)[C:18]([O:20]CC)=[O:19])=[CH:11][CH:10]=[C:9]([C:26]1[CH:31]=[CH:30][N:29]=[C:28]([O:32][CH3:33])[C:27]=1[O:34][CH3:35])[CH:8]=2)=[O:3].[OH-].[Na+]. (2) Reactant: Br[C:2]1[CH:3]=[C:4]([C:8]2([CH2:13][CH3:14])[O:12][CH2:11][CH2:10][O:9]2)[CH:5]=[CH:6][CH:7]=1.C([Li])CCC.CN([CH:23]=[O:24])C.[Cl-].[NH4+]. Product: [CH2:13]([C:8]1([C:4]2[CH:3]=[C:2]([CH:7]=[CH:6][CH:5]=2)[CH:23]=[O:24])[O:12][CH2:11][CH2:10][O:9]1)[CH3:14]. The catalyst class is: 1. (3) Reactant: Br[C:2]1[C:7]([O:8][CH3:9])=[CH:6][N:5]([CH:10]([CH3:27])[C:11]([NH:13][C:14]2[CH:26]=[CH:25][C:17]([C:18]([O:20][C:21]([CH3:24])([CH3:23])[CH3:22])=[O:19])=[CH:16][CH:15]=2)=[O:12])[C:4](=[O:28])[CH:3]=1.[Cl:29][C:30]1[CH:31]=[CH:32][C:33]([CH3:39])=[C:34](B(O)O)[CH:35]=1.C(=O)([O-])[O-].[K+].[K+]. Product: [Cl:29][C:30]1[CH:35]=[CH:34][C:33]([CH3:39])=[C:32]([C:2]2[C:7]([O:8][CH3:9])=[CH:6][N:5]([CH:10]([CH3:27])[C:11]([NH:13][C:14]3[CH:26]=[CH:25][C:17]([C:18]([O:20][C:21]([CH3:24])([CH3:23])[CH3:22])=[O:19])=[CH:16][CH:15]=3)=[O:12])[C:4](=[O:28])[CH:3]=2)[CH:31]=1. The catalyst class is: 12.